This data is from Forward reaction prediction with 1.9M reactions from USPTO patents (1976-2016). The task is: Predict the product of the given reaction. (1) The product is: [CH2:1]([N:3]1[CH:7]=[C:6]([C:8]2[C:13]([CH3:14])=[CH:12][N:11]=[C:10]3[NH:15][CH:16]=[CH:17][C:9]=23)[C:5]([C:18]2[CH:24]=[CH:23][C:21]([NH:22][C:32](=[O:28])[N:26]([CH3:27])[CH3:25])=[CH:20][CH:19]=2)=[N:4]1)[CH3:2]. Given the reactants [CH2:1]([N:3]1[CH:7]=[C:6]([C:8]2[C:13]([CH3:14])=[CH:12][N:11]=[C:10]3[NH:15][CH:16]=[CH:17][C:9]=23)[C:5]([C:18]2[CH:24]=[CH:23][C:21]([NH2:22])=[CH:20][CH:19]=2)=[N:4]1)[CH3:2].[CH3:25][NH:26][CH3:27].[O:28]1[CH2:32]CCC1, predict the reaction product. (2) Given the reactants [NH2:1][C:2]1[NH:6][N:5]=[CH:4][C:3]=1[C:7]([C:9]1[S:10][CH:11]=[CH:12][CH:13]=1)=[O:8].CN(C)[CH:16]=[CH:17][C:18]([C:20]1[CH:21]=[CH:22][C:23]([F:32])=[C:24]([N:26]([CH3:31])[S:27]([CH3:30])(=[O:29])=[O:28])[CH:25]=1)=O.C(OCC)(=O)C, predict the reaction product. The product is: [F:32][C:23]1[CH:22]=[CH:21][C:20]([C:18]2[N:6]3[N:5]=[CH:4][C:3]([C:7]([C:9]4[S:10][CH:11]=[CH:12][CH:13]=4)=[O:8])=[C:2]3[N:1]=[CH:16][CH:17]=2)=[CH:25][C:24]=1[N:26]([CH3:31])[S:27]([CH3:30])(=[O:29])=[O:28]. (3) Given the reactants [CH2:1]([S:4]([N:7]1[CH2:12][CH2:11][C:10]([C@@H:19]([NH2:21])[CH3:20])([C:13]2[CH:18]=[CH:17][CH:16]=[CH:15][N:14]=2)[CH2:9][CH2:8]1)(=[O:6])=[O:5])[CH2:2][CH3:3].CCN(C(C)C)C(C)C.[Cl:31][C:32]1[CH:40]=[CH:39][CH:38]=[C:37]([Cl:41])[C:33]=1[C:34](Cl)=[O:35], predict the reaction product. The product is: [Cl:31][C:32]1[CH:40]=[CH:39][CH:38]=[C:37]([Cl:41])[C:33]=1[C:34]([NH:21][C@H:19]([C:10]1([C:13]2[CH:18]=[CH:17][CH:16]=[CH:15][N:14]=2)[CH2:9][CH2:8][N:7]([S:4]([CH2:1][CH2:2][CH3:3])(=[O:5])=[O:6])[CH2:12][CH2:11]1)[CH3:20])=[O:35]. (4) Given the reactants FC(F)(F)S(O[C:7]1[C:8]([N+:14]([O-:16])=[O:15])=[N:9][C:10]([CH3:13])=[CH:11][CH:12]=1)(=O)=O.[NH:19]1[CH2:24][CH2:23][CH:22]([NH:25][C:26](=[O:32])[O:27][C:28]([CH3:31])([CH3:30])[CH3:29])[CH2:21][CH2:20]1.C(N(CC)CC)C, predict the reaction product. The product is: [CH3:13][C:10]1[N:9]=[C:8]([N+:14]([O-:16])=[O:15])[C:7]([N:19]2[CH2:20][CH2:21][CH:22]([NH:25][C:26](=[O:32])[O:27][C:28]([CH3:30])([CH3:29])[CH3:31])[CH2:23][CH2:24]2)=[CH:12][CH:11]=1. (5) Given the reactants [CH2:1]=[CH:2][C:3]1C=CC=[CH:5][CH:4]=1.OOS([O-])=O.[K+].[O-]S([O-])=O.[Na+].[Na+].CC[O:23][C:24]([CH3:26])=[O:25], predict the reaction product. The product is: [C:24]([OH:23])(=[O:25])[C:26]1[CH:5]=[CH:4][CH:3]=[CH:2][CH:1]=1. (6) Given the reactants [CH2:1]([N:3]([CH2:16][CH3:17])[C:4](=[O:15])[C:5]1[CH:10]=[CH:9][C:8](F)=[C:7]([N+:12]([O-:14])=[O:13])[CH:6]=1)[CH3:2].[N:18]1([CH2:24][CH2:25][NH2:26])[CH2:23][CH2:22][CH2:21][CH2:20][CH2:19]1, predict the reaction product. The product is: [CH2:1]([N:3]([CH2:16][CH3:17])[C:4](=[O:15])[C:5]1[CH:10]=[CH:9][C:8]([NH:26][CH2:25][CH2:24][N:18]2[CH2:23][CH2:22][CH2:21][CH2:20][CH2:19]2)=[C:7]([N+:12]([O-:14])=[O:13])[CH:6]=1)[CH3:2].